This data is from Forward reaction prediction with 1.9M reactions from USPTO patents (1976-2016). The task is: Predict the product of the given reaction. The product is: [C:1]([Si:5]([CH3:10])([CH3:11])[O:6][CH2:7][CH2:8][NH:16][C:17]1[CH:22]=[C:21]([CH:23]([OH:24])[C:25]2[C:30]([NH:31][S:32]([C:35]3[CH:40]=[CH:39][C:38]([CH3:41])=[C:37]([C:42]([F:45])([F:44])[F:43])[CH:36]=3)(=[O:34])=[O:33])=[CH:29][C:28]([Cl:46])=[CH:27][N:26]=2)[CH:20]=[CH:19][N:18]=1)([CH3:2])([CH3:3])[CH3:4]. Given the reactants [C:1]([Si:5]([CH3:11])([CH3:10])[O:6][CH2:7][CH:8]=O)([CH3:4])([CH3:3])[CH3:2].C(O)(=O)C.[NH2:16][C:17]1[CH:22]=[C:21]([C:23]([C:25]2[C:30]([NH:31][S:32]([C:35]3[CH:40]=[CH:39][C:38]([CH3:41])=[C:37]([C:42]([F:45])([F:44])[F:43])[CH:36]=3)(=[O:34])=[O:33])=[CH:29][C:28]([Cl:46])=[CH:27][N:26]=2)=[O:24])[CH:20]=[CH:19][N:18]=1.C(O[BH-](OC(=O)C)OC(=O)C)(=O)C.[Na+], predict the reaction product.